From a dataset of Forward reaction prediction with 1.9M reactions from USPTO patents (1976-2016). Predict the product of the given reaction. (1) Given the reactants [C:1]([N:8]1[CH2:13][CH2:12][CH:11]([O:14][C:15]2[CH:23]=[C:22]([C:24]([CH3:27])([CH3:26])[CH3:25])[CH:21]=[CH:20][C:16]=2[C:17]([OH:19])=O)[CH2:10][CH2:9]1)([O:3][C:4]([CH3:7])([CH3:6])[CH3:5])=[O:2].[CH3:28][O:29][C:30]1[CH:45]=[CH:44][C:33]([C:34]([NH:36][C:37]2[CH:38]=[N:39][CH:40]=[CH:41][C:42]=2[NH2:43])=[O:35])=[CH:32][CH:31]=1, predict the reaction product. The product is: [C:4]([O:3][C:1]([N:8]1[CH2:13][CH2:12][CH:11]([O:14][C:15]2[CH:23]=[C:22]([C:24]([CH3:26])([CH3:25])[CH3:27])[CH:21]=[CH:20][C:16]=2[C:17]([NH:43][C:42]2[CH:41]=[CH:40][N:39]=[CH:38][C:37]=2[NH:36][C:34](=[O:35])[C:33]2[CH:32]=[CH:31][C:30]([O:29][CH3:28])=[CH:45][CH:44]=2)=[O:19])[CH2:10][CH2:9]1)=[O:2])([CH3:5])([CH3:6])[CH3:7]. (2) Given the reactants [C:1]([NH:22][CH2:23][CH2:24][NH:25][C:26](=[O:48])[CH2:27][CH2:28]/[CH:29]=[CH:30]\[CH2:31]/[CH:32]=[CH:33]\[CH2:34]/[CH:35]=[CH:36]\[CH2:37]/[CH:38]=[CH:39]\[CH2:40]/[CH:41]=[CH:42]\[CH2:43]/[CH:44]=[CH:45]\[CH2:46][CH3:47])(=[O:21])[CH2:2][CH2:3][CH2:4]/[CH:5]=[CH:6]\[CH2:7]/[CH:8]=[CH:9]\[CH2:10]/[CH:11]=[CH:12]\[CH2:13]/[CH:14]=[CH:15]\[CH2:16]/[CH:17]=[CH:18]\[CH2:19][CH3:20].[C:49](O)(=O)[CH2:50]CC/C=C\C/C=C\C/C=C\C/C=C\C/C=C\CC, predict the reaction product. The product is: [C:1]([NH:22][CH2:23][CH2:24][NH:25][C:26](=[O:48])[CH2:27][CH2:28]/[CH:29]=[CH:30]\[CH2:31]/[CH:32]=[CH:33]\[CH2:34]/[CH:35]=[CH:36]\[CH2:37]/[CH:38]=[CH:39]\[CH2:40]/[CH:41]=[CH:42]\[CH2:43]/[CH:44]=[CH:45]\[CH2:46][CH3:47])(=[O:21])[CH2:2][CH2:3]/[CH:4]=[CH:5]\[CH2:6]/[CH:7]=[CH:8]\[CH2:9]/[CH:10]=[CH:11]\[CH2:12]/[CH:13]=[CH:14]\[CH2:15]/[CH:16]=[CH:17]\[CH2:18]/[CH:19]=[CH:20]\[CH2:49][CH3:50]. (3) Given the reactants [C:1]([CH2:3][CH2:4][CH2:5][O:6][C:7]1[CH:12]=[CH:11][C:10]([CH:13]2[CH2:18][CH2:17][N:16]([C:19]([O:21][C:22]([CH3:25])([CH3:24])[CH3:23])=[O:20])[CH2:15][CH:14]2[O:26][CH2:27][C:28]2[CH:37]=[C:36]3[C:31]([CH2:32][CH2:33][C:34](=[O:43])[N:35]3[CH2:38][CH2:39][CH2:40][O:41][CH3:42])=[CH:30][CH:29]=2)=[CH:9][CH:8]=1)#[N:2], predict the reaction product. The product is: [NH2:2][CH2:1][CH2:3][CH2:4][CH2:5][O:6][C:7]1[CH:12]=[CH:11][C:10]([CH:13]2[CH2:18][CH2:17][N:16]([C:19]([O:21][C:22]([CH3:24])([CH3:23])[CH3:25])=[O:20])[CH2:15][CH:14]2[O:26][CH2:27][C:28]2[CH:37]=[C:36]3[C:31]([CH2:32][CH2:33][C:34](=[O:43])[N:35]3[CH2:38][CH2:39][CH2:40][O:41][CH3:42])=[CH:30][CH:29]=2)=[CH:9][CH:8]=1. (4) Given the reactants C[O:2][C:3](=[O:37])[C:4]1[CH:9]=[CH:8][C:7]([CH2:10][N:11]2[CH:16]=[CH:15][C:14]([C:17]3[C:26]4[C:21](=[CH:22][C:23]([O:32][CH3:33])=[C:24]5[O:29][C:28]([CH3:31])([CH3:30])[CH2:27][C:25]5=4)[CH2:20][C:19]([CH3:35])([CH3:34])[N:18]=3)=[CH:13][C:12]2=[O:36])=[CH:6][CH:5]=1.[ClH:38], predict the reaction product. The product is: [ClH:38].[O:36]=[C:12]1[CH:13]=[C:14]([C:17]2[C:26]3[C:21](=[CH:22][C:23]([O:32][CH3:33])=[C:24]4[O:29][C:28]([CH3:30])([CH3:31])[CH2:27][C:25]4=3)[CH2:20][C:19]([CH3:34])([CH3:35])[N:18]=2)[CH:15]=[CH:16][N:11]1[CH2:10][C:7]1[CH:6]=[CH:5][C:4]([C:3]([OH:37])=[O:2])=[CH:9][CH:8]=1. (5) The product is: [C:11]([NH:1][C:2]1[CH:10]=[CH:9][C:5]([C:6]([OH:8])=[O:7])=[CH:4][CH:3]=1)(=[O:14])[CH2:12][CH3:13]. Given the reactants [NH2:1][C:2]1[CH:10]=[CH:9][C:5]([C:6]([OH:8])=[O:7])=[CH:4][CH:3]=1.[C:11](O[C:11](=[O:14])[CH2:12][CH3:13])(=[O:14])[CH2:12][CH3:13], predict the reaction product. (6) Given the reactants [OH:1][CH:2]([CH2:16][C:17]1[CH:22]=[CH:21][CH:20]=[CH:19][CH:18]=1)[CH2:3][CH2:4][CH2:5][C:6]1[CH:15]=[CH:14][CH:13]=[CH:12][C:7]=1[C:8]([O:10][CH3:11])=[O:9].CCN(CC)CC.[CH3:30][S:31](Cl)(=[O:33])=[O:32], predict the reaction product. The product is: [CH3:30][S:31]([O:1][CH:2]([CH2:16][C:17]1[CH:22]=[CH:21][CH:20]=[CH:19][CH:18]=1)[CH2:3][CH2:4][CH2:5][C:6]1[CH:15]=[CH:14][CH:13]=[CH:12][C:7]=1[C:8]([O:10][CH3:11])=[O:9])(=[O:33])=[O:32].